This data is from Forward reaction prediction with 1.9M reactions from USPTO patents (1976-2016). The task is: Predict the product of the given reaction. Given the reactants C1C=CC(P(C2C(C3C(P(C4C=CC=CC=4)C4C=CC=CC=4)=CC=C4C=3C=CC=C4)=C3C(C=CC=C3)=CC=2)C2C=CC=CC=2)=CC=1.Cl[C:48]1[N:53]=[CH:52][C:51]([CH:54]([CH3:60])[C:55]([O:57][CH2:58][CH3:59])=[O:56])=[CH:50][CH:49]=1.[Cl:61][C:62]1[CH:70]=[CH:69][C:65]([C:66]([NH2:68])=[O:67])=[CH:64][CH:63]=1.C(=O)([O-])[O-].[Cs+].[Cs+], predict the reaction product. The product is: [Cl:61][C:62]1[CH:70]=[CH:69][C:65]([C:66]([NH:68][C:48]2[N:53]=[CH:52][C:51]([CH:54]([CH3:60])[C:55]([O:57][CH2:58][CH3:59])=[O:56])=[CH:50][CH:49]=2)=[O:67])=[CH:64][CH:63]=1.